This data is from CYP1A2 inhibition data for predicting drug metabolism from PubChem BioAssay. The task is: Regression/Classification. Given a drug SMILES string, predict its absorption, distribution, metabolism, or excretion properties. Task type varies by dataset: regression for continuous measurements (e.g., permeability, clearance, half-life) or binary classification for categorical outcomes (e.g., BBB penetration, CYP inhibition). Dataset: cyp1a2_veith. (1) The compound is CCOC(=O)c1c(C)oc2c1c(C=NC1CCS(=O)(=O)C1)c(O)c1ccccc12. The result is 1 (inhibitor). (2) The compound is CC1(C)S[C@@H]2[C@H](NC(=O)[C@@H](N)c3ccccc3)C(=O)N2[C@H]1C(=O)O.O.O.O. The result is 0 (non-inhibitor).